The task is: Predict which catalyst facilitates the given reaction.. This data is from Catalyst prediction with 721,799 reactions and 888 catalyst types from USPTO. (1) Reactant: [CH3:1][O:2][C:3]1[CH:4]=[C:5]2[C:10](=[CH:11][C:12]=1[O:13][CH3:14])[N:9]=[CH:8][N:7]=[C:6]2[O:15][C:16]1[CH:22]=[CH:21][C:19]([NH2:20])=[CH:18][CH:17]=1.[F:23][C:24]1[CH:29]=[C:28]([F:30])[CH:27]=[CH:26][C:25]=1[N:31]=[C:32]=[O:33]. Product: [F:23][C:24]1[CH:29]=[C:28]([F:30])[CH:27]=[CH:26][C:25]=1[NH:31][C:32]([NH:20][C:19]1[CH:21]=[CH:22][C:16]([O:15][C:6]2[C:5]3[C:10](=[CH:11][C:12]([O:13][CH3:14])=[C:3]([O:2][CH3:1])[CH:4]=3)[N:9]=[CH:8][N:7]=2)=[CH:17][CH:18]=1)=[O:33]. The catalyst class is: 22. (2) Reactant: [CH3:1][C:2]1[CH:3]=[N:4][C:5]([NH:11][CH:12]2[CH2:17][CH2:16][S:15][CH2:14][CH2:13]2)=[C:6]([CH:10]=1)[C:7]([OH:9])=O.CN(C(ON1N=NC2C=CC=NC1=2)=[N+](C)C)C.F[P-](F)(F)(F)(F)F.CCN(C(C)C)C(C)C.[C:51]([O:55][C:56](=[O:65])[NH:57][CH:58]1[CH2:63][CH2:62][CH:61]([NH2:64])[CH2:60][CH2:59]1)([CH3:54])([CH3:53])[CH3:52]. Product: [CH3:1][C:2]1[CH:10]=[C:6]([C:7]([NH:64][C@@H:61]2[CH2:62][CH2:63][C@H:58]([NH:57][C:56](=[O:65])[O:55][C:51]([CH3:53])([CH3:52])[CH3:54])[CH2:59][CH2:60]2)=[O:9])[C:5]([NH:11][CH:12]2[CH2:17][CH2:16][S:15][CH2:14][CH2:13]2)=[N:4][CH:3]=1. The catalyst class is: 37. (3) Reactant: [Br:1][C:2]1[CH:3]=[CH:4][C:5]([O:28][CH3:29])=[C:6]([CH2:8][CH2:9][NH:10][S:11]([C:14]2[CH:19]=[CH:18][C:17]([O:20][C:21]3[CH:26]=[CH:25][C:24]([F:27])=[CH:23][CH:22]=3)=[CH:16][CH:15]=2)(=[O:13])=[O:12])[CH:7]=1.O.[C:31]([OH:35])(=[O:34])[CH:32]=O. Product: [Br:1][C:2]1[CH:3]=[CH:4][C:5]([O:28][CH3:29])=[C:6]2[C:7]=1[CH:32]([C:31]([OH:35])=[O:34])[N:10]([S:11]([C:14]1[CH:15]=[CH:16][C:17]([O:20][C:21]3[CH:26]=[CH:25][C:24]([F:27])=[CH:23][CH:22]=3)=[CH:18][CH:19]=1)(=[O:13])=[O:12])[CH2:9][CH2:8]2. The catalyst class is: 55. (4) Reactant: [NH2:1][C:2]1[C:3]([N:15]2[CH2:20][CH2:19][CH:18]([C:21]([O:23][CH3:24])=[O:22])[CH2:17][CH2:16]2)=[N:4][CH:5]=[C:6]([C:8]2[O:9][C:10]([CH2:13][CH3:14])=[CH:11][N:12]=2)[CH:7]=1.CCN(C(C)C)C(C)C.[C:34](Cl)(=[O:36])[CH3:35]. Product: [C:34]([NH:1][C:2]1[C:3]([N:15]2[CH2:16][CH2:17][CH:18]([C:21]([O:23][CH3:24])=[O:22])[CH2:19][CH2:20]2)=[N:4][CH:5]=[C:6]([C:8]2[O:9][C:10]([CH2:13][CH3:14])=[CH:11][N:12]=2)[CH:7]=1)(=[O:36])[CH3:35]. The catalyst class is: 2. (5) Product: [Cl:30][C:15]1[C:14]2[N:13]=[C:4]([NH:3][CH2:1][CH3:2])[N:24]([CH2:25][C:26]([CH3:27])([OH:28])[CH3:29])[C:23]=2[C:22]2[CH:21]=[CH:20][CH:19]=[CH:18][C:17]=2[N:16]=1. The catalyst class is: 17. Reactant: [CH2:1]([N:3](CC)[CH2:4]C)[CH3:2].C(N=C=S)C.[NH2:13][C:14]1[C:15]([Cl:30])=[N:16][C:17]2[C:22]([C:23]=1[NH:24][CH2:25][C:26]([CH3:29])([OH:28])[CH3:27])=[CH:21][CH:20]=[CH:19][CH:18]=2. (6) Reactant: [CH2:1]([O:3][C:4](=[O:27])[C@@H:5]([NH2:26])[CH2:6][C:7]1[CH:12]=[CH:11][C:10]([NH:13][C:14]2[C:23]3[C:18](=[CH:19][CH:20]=[CH:21][CH:22]=3)[CH:17]=[C:16]([CH2:24][CH3:25])[N:15]=2)=[CH:9][CH:8]=1)[CH3:2].[CH2:28]([CH:30]1[C:34](=[O:35])[CH2:33][CH2:32][C:31]1=O)[CH3:29]. Product: [CH2:1]([O:3][C:4](=[O:27])[C@@H:5]([NH:26][C:31]1[CH2:32][CH2:33][C:34](=[O:35])[C:30]=1[CH2:28][CH3:29])[CH2:6][C:7]1[CH:12]=[CH:11][C:10]([NH:13][C:14]2[C:23]3[C:18](=[CH:19][CH:20]=[CH:21][CH:22]=3)[CH:17]=[C:16]([CH2:24][CH3:25])[N:15]=2)=[CH:9][CH:8]=1)[CH3:2]. The catalyst class is: 26. (7) Reactant: C(OC([N:8]1[CH2:12][C@H:11]([O:13][CH3:14])[CH2:10][C@@H:9]1[C:15](=[O:30])[NH:16][C:17]1[CH:22]=[CH:21][C:20]([N:23]2[CH:27]=[CH:26][C:25]([CH3:28])=[N:24]2)=[CH:19][C:18]=1[F:29])=O)(C)(C)C. Product: [F:29][C:18]1[CH:19]=[C:20]([N:23]2[CH:27]=[CH:26][C:25]([CH3:28])=[N:24]2)[CH:21]=[CH:22][C:17]=1[NH:16][C:15]([C@H:9]1[CH2:10][C@@H:11]([O:13][CH3:14])[CH2:12][NH:8]1)=[O:30]. The catalyst class is: 631.